From a dataset of Full USPTO retrosynthesis dataset with 1.9M reactions from patents (1976-2016). Predict the reactants needed to synthesize the given product. (1) Given the product [Br:1][C:2]1[CH:11]=[C:10]([Cl:12])[CH:9]=[C:8]([F:13])[C:3]=1[C:4]1[N:5]=[C:16]([CH3:17])[O:7][N:6]=1, predict the reactants needed to synthesize it. The reactants are: [Br:1][C:2]1[CH:11]=[C:10]([Cl:12])[CH:9]=[C:8]([F:13])[C:3]=1[C:4]([NH:6][OH:7])=[NH:5].CO[C:16](OC)(N(C)C)[CH3:17]. (2) Given the product [NH2:12][C:13]1[N:14]=[C:15]([C:33]2[CH:34]=[CH:35][CH:36]=[CH:37][CH:38]=2)[C:16]([C:23]2[CH:24]=[CH:25][C:26](=[O:32])[N:27]([CH:29]([CH3:30])[CH3:31])[N:28]=2)=[C:17]([O:11][CH2:10][CH2:9][C:4]2[CH:5]=[CH:6][CH:7]=[CH:8][N:3]=2)[N:18]=1, predict the reactants needed to synthesize it. The reactants are: [H-].[Na+].[N:3]1[CH:8]=[CH:7][CH:6]=[CH:5][C:4]=1[CH2:9][CH2:10][OH:11].[NH2:12][C:13]1[N:18]=[C:17](S(C)(=O)=O)[C:16]([C:23]2[CH:24]=[CH:25][C:26](=[O:32])[N:27]([CH:29]([CH3:31])[CH3:30])[N:28]=2)=[C:15]([C:33]2[CH:38]=[CH:37][CH:36]=[CH:35][CH:34]=2)[N:14]=1. (3) The reactants are: [Cl:1][C:2]1[C:3]([CH3:47])=[N:4][O:5][C:6]=1[N:7]([CH2:41][O:42][CH2:43][CH2:44][O:45][CH3:46])[S:8]([C:11]1[C:19]2[C:14](=[N:15][CH:16]=[CH:17][CH:18]=2)[S:13][C:12]=1[CH:20]([OH:40])[C:21]1[CH:26]=[C:25]2[O:27][CH2:28][O:29][C:24]2=[CH:23][C:22]=1[CH2:30][CH2:31][O:32][Si](C(C)(C)C)(C)C)(=[O:10])=[O:9]. Given the product [Cl:1][C:2]1[C:3]([CH3:47])=[N:4][O:5][C:6]=1[N:7]([CH2:41][O:42][CH2:43][CH2:44][O:45][CH3:46])[S:8]([C:11]1[C:19]2[C:14](=[N:15][CH:16]=[CH:17][CH:18]=2)[S:13][C:12]=1[CH:20]([OH:40])[C:21]1[CH:26]=[C:25]2[O:27][CH2:28][O:29][C:24]2=[CH:23][C:22]=1[CH2:30][CH2:31][OH:32])(=[O:9])=[O:10], predict the reactants needed to synthesize it. (4) Given the product [NH2:1][C:2]1[N:7]=[CH:6][N:5]=[C:4]2[N:8]([CH2:12][C@H:13]3[CH2:17][CH2:16][CH2:15][N:14]3[C:18]([O:20][C:21]([CH3:24])([CH3:23])[CH3:22])=[O:19])[N:9]=[C:10]([C:47]3[CH:46]=[CH:45][C:44]([O:43][C:42]4[CH:59]=[CH:60][CH:61]=[C:40]([F:39])[CH:41]=4)=[CH:49][CH:48]=3)[C:3]=12, predict the reactants needed to synthesize it. The reactants are: [NH2:1][C:2]1[N:7]=[CH:6][N:5]=[C:4]2[N:8]([CH2:12][C@H:13]3[CH2:17][CH2:16][CH2:15][N:14]3[C:18]([O:20][C:21]([CH3:24])([CH3:23])[CH3:22])=[O:19])[N:9]=[C:10](I)[C:3]=12.OC[C@H]1CCCN1C(OC(C)(C)C)=O.[F:39][C:40]1[CH:41]=[C:42]([CH:59]=[CH:60][CH:61]=1)[O:43][C:44]1[CH:49]=[CH:48][C:47](B2OC(C)(C)C(C)(C)O2)=[CH:46][CH:45]=1.C(=O)([O-])[O-].[Na+].[Na+].